This data is from Forward reaction prediction with 1.9M reactions from USPTO patents (1976-2016). The task is: Predict the product of the given reaction. (1) The product is: [Cl:1][C:2]([Cl:7])([Cl:6])[CH:3]([C:26]1[CH:25]=[CH:24][C:23]([N:20]2[CH2:21][CH2:22][N:17]([CH3:16])[CH2:18][CH2:19]2)=[CH:30][CH:29]=1)[OH:4]. Given the reactants [Cl:1][C:2]([Cl:7])([Cl:6])[C:3](O)=[O:4].ClC(Cl)(Cl)C([O-])=O.[Na+].[CH3:16][N:17]1[CH2:22][CH2:21][N:20]([C:23]2[CH:30]=[CH:29][C:26](C=O)=[CH:25][CH:24]=2)[CH2:19][CH2:18]1, predict the reaction product. (2) Given the reactants I[C:2]1[CH:3]=[C:4]2[C:8](=[CH:9][CH:10]=1)[N:7]([CH:11]1[CH2:16][CH2:15][CH2:14][CH2:13][O:12]1)[N:6]=[CH:5]2.[F:17][CH:18]([F:35])[O:19][C:20]1[CH:25]=[CH:24][C:23]([NH:26][C:27]2[N:28]=[N:29][C:30]([CH:33]=[CH2:34])=[CH:31][CH:32]=2)=[CH:22][CH:21]=1.C1(C)C=CC=CC=1P(C1C=CC=CC=1C)C1C=CC=CC=1C.C(N(CC)CC)C, predict the reaction product. The product is: [F:35][CH:18]([F:17])[O:19][C:20]1[CH:25]=[CH:24][C:23]([NH:26][C:27]2[N:28]=[N:29][C:30](/[CH:33]=[CH:34]/[C:2]3[CH:3]=[C:4]4[C:8](=[CH:9][CH:10]=3)[N:7]([CH:11]3[CH2:16][CH2:15][CH2:14][CH2:13][O:12]3)[N:6]=[CH:5]4)=[CH:31][CH:32]=2)=[CH:22][CH:21]=1. (3) Given the reactants [OH:1][C:2]1[CH:3]=[C:4]2[C:9](=[CH:10][CH:11]=1)[CH:8]=[C:7]([C@:12]1([CH3:18])[CH2:16][O:15][C:14](=[O:17])[NH:13]1)[CH:6]=[CH:5]2.[I:19]N1C(=O)CCC1=O.C(Cl)Cl, predict the reaction product. The product is: [OH:1][C:2]1[C:3]([I:19])=[C:4]2[C:9](=[CH:10][CH:11]=1)[CH:8]=[C:7]([C@:12]1([CH3:18])[CH2:16][O:15][C:14](=[O:17])[NH:13]1)[CH:6]=[CH:5]2. (4) Given the reactants [CH:1]1([CH:7]2[CH2:9][C:8]2([C:12]2[N:13]=[N:14][N:15](C(C3C=CC=CC=3)(C3C=CC=CC=3)C3C=CC=CC=3)[N:16]=2)[C:10]#[N:11])[CH2:6][CH2:5][CH2:4][CH2:3][CH2:2]1, predict the reaction product. The product is: [CH:1]1([CH:7]2[CH2:9][C:8]2([CH2:10][NH2:11])[C:12]2[NH:16][N:15]=[N:14][N:13]=2)[CH2:2][CH2:3][CH2:4][CH2:5][CH2:6]1. (5) The product is: [Br:5][CH2:1][C:22]1[CH:23]=[CH:24][C:19]([CH2:28][CH2:34][C:33]([O:36][CH2:37][CH3:38])=[O:35])=[CH:20][CH:21]=1. Given the reactants [C:1]([Br:5])(Br)(Br)Br.[C:19]1(P([C:19]2[CH:24]=[CH:23][CH:22]=[CH:21][CH:20]=2)[C:19]2[CH:24]=[CH:23][CH:22]=[CH:21][CH:20]=2)[CH:24]=[CH:23][CH:22]=[CH:21][CH:20]=1.C(Cl)Cl.[C:28](=O)([O-])O.[Na+].[C:33]([O:36][CH2:37][CH3:38])(=[O:35])[CH3:34], predict the reaction product. (6) Given the reactants Br[C:2]1[CH:7]=[CH:6][CH:5]=[C:4]([CH2:8][CH3:9])[CH:3]=1.[Li]CCCC.[Br:15][C:16]1[N:17]=[C:18]([CH:40]=[O:41])[N:19]([C:21]([C:34]2[CH:39]=[CH:38][CH:37]=[CH:36][CH:35]=2)([C:28]2[CH:33]=[CH:32][CH:31]=[CH:30][CH:29]=2)[C:22]2[CH:27]=[CH:26][CH:25]=[CH:24][CH:23]=2)[CH:20]=1, predict the reaction product. The product is: [Br:15][C:16]1[N:17]=[C:18]([CH:40]([C:2]2[CH:7]=[CH:6][CH:5]=[C:4]([CH2:8][CH3:9])[CH:3]=2)[OH:41])[N:19]([C:21]([C:28]2[CH:33]=[CH:32][CH:31]=[CH:30][CH:29]=2)([C:34]2[CH:35]=[CH:36][CH:37]=[CH:38][CH:39]=2)[C:22]2[CH:23]=[CH:24][CH:25]=[CH:26][CH:27]=2)[CH:20]=1. (7) Given the reactants [CH3:1][C:2]1[NH:3][CH:4]=[C:5]([S:7](Cl)(=O)=O)[N:6]=1.[OH2:11].O.[Sn](Cl)Cl.C(N([CH2:21][CH3:22])CC)C.[C:23](O[C:23]([O:25][C:26]([CH3:29])([CH3:28])[CH3:27])=[O:24])([O:25][C:26]([CH3:29])([CH3:28])[CH3:27])=[O:24], predict the reaction product. The product is: [C:21]([S:7][C:5]1[N:6]=[C:2]([CH3:1])[N:3]([C:23]([O:25][C:26]([CH3:29])([CH3:28])[CH3:27])=[O:24])[CH:4]=1)(=[O:11])[CH3:22]. (8) Given the reactants [F:1][C:2]([F:34])([F:33])[CH2:3][NH:4][C:5]([NH:7][C:8]1[CH:9]=[C:10]([C:14]2[N:18]3[N:19]=[CH:20][C:21]([C:23]4[CH:24]=[N:25][N:26]([CH:28]([CH3:32])[C:29]([OH:31])=O)[CH:27]=4)=[CH:22][C:17]3=[N:16][CH:15]=2)[CH:11]=[CH:12][CH:13]=1)=[O:6].Cl.[NH:36]1[CH2:39][CH:38]([OH:40])[CH2:37]1, predict the reaction product. The product is: [OH:40][CH:38]1[CH2:39][N:36]([C:29](=[O:31])[CH:28]([N:26]2[CH:27]=[C:23]([C:21]3[CH:20]=[N:19][N:18]4[C:14]([C:10]5[CH:9]=[C:8]([NH:7][C:5]([NH:4][CH2:3][C:2]([F:1])([F:33])[F:34])=[O:6])[CH:13]=[CH:12][CH:11]=5)=[CH:15][N:16]=[C:17]4[CH:22]=3)[CH:24]=[N:25]2)[CH3:32])[CH2:37]1. (9) Given the reactants C([O:3][C:4]([C:6]1[CH:7]=[N:8][C:9]2[C:14]([CH:15]=1)=[C:13]([N:16]1[CH2:21][CH2:20][O:19][CH2:18][CH2:17]1)[CH:12]=[N:11][CH:10]=2)=[O:5])C.O1CCOCC1.[OH-].[Li+], predict the reaction product. The product is: [O:19]1[CH2:20][CH2:21][N:16]([C:13]2[CH:12]=[N:11][CH:10]=[C:9]3[C:14]=2[CH:15]=[C:6]([C:4]([OH:5])=[O:3])[CH:7]=[N:8]3)[CH2:17][CH2:18]1.